This data is from Forward reaction prediction with 1.9M reactions from USPTO patents (1976-2016). The task is: Predict the product of the given reaction. (1) Given the reactants C(OC([N:8]1[CH2:13][CH2:12][N:11]([C:14]2[C:22]3[O:21][C:20]([C:23](=[O:25])[NH2:24])=[C:19]([CH2:26][C:27]4[CH:32]=[CH:31][CH:30]=[CH:29][CH:28]=4)[C:18]=3[CH:17]=[C:16]([CH3:33])[CH:15]=2)[CH2:10][CH2:9]1)=O)(C)(C)C.Cl, predict the reaction product. The product is: [CH2:26]([C:19]1[C:18]2[CH:17]=[C:16]([CH3:33])[CH:15]=[C:14]([N:11]3[CH2:12][CH2:13][NH:8][CH2:9][CH2:10]3)[C:22]=2[O:21][C:20]=1[C:23]([NH2:24])=[O:25])[C:27]1[CH:32]=[CH:31][CH:30]=[CH:29][CH:28]=1. (2) Given the reactants [C:1]([O:5][C:6]([NH:8][CH2:9][C@H:10]1[CH2:15][CH2:14][C@H:13](C2SC(N)=C(C3C=CC=CC=3OC)N=2)[CH2:12][CH2:11]1)=[O:7])([CH3:4])([CH3:3])[CH3:2].BrC[C:32]([C:34]1[CH:39]=[CH:38][CH:37]=[CH:36][C:35]=1OC)=[O:33].NC(N[C@H]1CC[C@H](C[NH:53][C:54](OC(C)(C)C)=[O:55])CC1)=S.C(N(CC)C(C)C)(C)C, predict the reaction product. The product is: [CH2:32]([O:33][C:54](=[O:55])[NH:53][CH:13]1[CH2:12][CH2:11][CH:10]([CH2:9][NH:8][C:6]([O:5][C:1]([CH3:2])([CH3:3])[CH3:4])=[O:7])[CH2:15][CH2:14]1)[C:34]1[CH:35]=[CH:36][CH:37]=[CH:38][CH:39]=1. (3) Given the reactants [CH2:1]([O:3]C1C=C2C(C(N3CC4C=C(N5C6C=CC=CC=6N=C5N)C=CC=4OCC3)=NC(C)=N2)=CC=1)C.C(N[C:39]1[NH:43][C:42]2[CH:44]=[C:45]([C:48]3[CH:49]=[CH:50][C:51]4[O:57][CH2:56][CH2:55][N:54]([C:58]5[C:67]6[C:62](=[CH:63][C:64]([OH:68])=[CH:65][CH:66]=6)[N:61]=[C:60](C)[N:59]=5)[CH2:53][C:52]=4[CH:70]=3)[CH:46]=[CH:47][C:41]=2[N:40]=1)C.[CH2:71](I)C, predict the reaction product. The product is: [CH3:71][C:39]1[NH:43][C:42]2[CH:44]=[C:45]([C:48]3[CH:49]=[CH:50][C:51]4[O:57][CH2:56][CH2:55][N:54]([C:58]5[C:67]6[C:62](=[CH:63][C:64]([OH:68])=[C:65]([O:3][CH3:1])[CH:66]=6)[N:61]=[CH:60][N:59]=5)[CH2:53][C:52]=4[CH:70]=3)[CH:46]=[CH:47][C:41]=2[N:40]=1. (4) Given the reactants Cl[C:2]1[N:10]=[CH:9][C:8]([F:11])=[CH:7][C:3]=1[C:4]([NH2:6])=[O:5].[CH3:12][O:13][C:14]1[CH:21]=[CH:20][C:17]([CH2:18][NH2:19])=[CH:16][CH:15]=1, predict the reaction product. The product is: [F:11][C:8]1[CH:9]=[N:10][C:2]([NH:19][CH2:18][C:17]2[CH:20]=[CH:21][C:14]([O:13][CH3:12])=[CH:15][CH:16]=2)=[C:3]([CH:7]=1)[C:4]([NH2:6])=[O:5]. (5) Given the reactants [CH2:1]([C@@H:3]1[CH2:5][C@:4]1([NH:18][C:19]([C@@H:21]1[CH2:32][C@:24]2([C:29]([CH3:31])([CH3:30])[C:25]32[CH2:28][CH2:27][CH2:26]3)[CH2:23][N:22]1C(OC(C)(C)C)=O)=[O:20])[C:6](=[O:17])[NH:7][S:8]([C:11]1([CH2:14][CH2:15][CH3:16])[CH2:13][CH2:12]1)(=[O:10])=[O:9])[CH3:2].Cl, predict the reaction product. The product is: [CH3:31][C:29]1([CH3:30])[C:25]2([CH2:26][CH2:27][CH2:28]2)[C@:24]21[CH2:32][C@@H:21]([C:19]([NH:18][C@:4]1([C:6](=[O:17])[NH:7][S:8]([C:11]3([CH2:14][CH2:15][CH3:16])[CH2:12][CH2:13]3)(=[O:10])=[O:9])[CH2:5][C@@H:3]1[CH2:1][CH3:2])=[O:20])[NH:22][CH2:23]2. (6) The product is: [F:23][C:24]1[CH:25]=[C:26]([CH:27]=[C:28]([S:30]([CH3:33])(=[O:32])=[O:31])[CH:29]=1)[CH:34]=[O:35]. Given the reactants CC(OI1(OC(C)=O)(OC(C)=O)OC(=O)C2C1=CC=CC=2)=O.[F:23][C:24]1[CH:25]=[C:26]([CH2:34][OH:35])[CH:27]=[C:28]([S:30]([CH3:33])(=[O:32])=[O:31])[CH:29]=1.C(=O)(O)[O-].[Na+].S([O-])([O-])(=O)=S.[Na+].[Na+], predict the reaction product. (7) Given the reactants C(=O)([O-])[O-].[Na+].[Na+].Cl[C:8]1[C:9]([CH:14]2[CH2:17][N:16]([C:18]3[N:27]=[CH:26][C:25]4[C:20](=[CH:21][CH:22]=[CH:23][CH:24]=4)[N:19]=3)[CH2:15]2)=[N:10][CH:11]=[CH:12][N:13]=1.[Cl:28][C:29]1[CH:34]=[CH:33][C:32](B(O)O)=[CH:31][CH:30]=1, predict the reaction product. The product is: [Cl:28][C:29]1[CH:34]=[CH:33][C:32]([C:8]2[C:9]([CH:14]3[CH2:17][N:16]([C:18]4[N:27]=[CH:26][C:25]5[C:20](=[CH:21][CH:22]=[CH:23][CH:24]=5)[N:19]=4)[CH2:15]3)=[N:10][CH:11]=[CH:12][N:13]=2)=[CH:31][CH:30]=1.